From a dataset of Forward reaction prediction with 1.9M reactions from USPTO patents (1976-2016). Predict the product of the given reaction. (1) Given the reactants C([N:8](CC1C=CC=CC=1)[C:9]1[CH:17]=[C:16]([CH3:18])[C:15]([O:19][C:20]2[CH:25]=[CH:24][C:23]([O:26]CC3C=CC=CC=3)=[C:22]([C:34]([CH3:36])=[CH2:35])[C:21]=2[O:37][CH3:38])=[C:14]2[C:10]=1[CH2:11][CH2:12][CH2:13]2)C1C=CC=CC=1.[H][H], predict the reaction product. The product is: [NH2:8][C:9]1[CH:17]=[C:16]([CH3:18])[C:15]([O:19][C:20]2[CH:25]=[CH:24][C:23]([OH:26])=[C:22]([CH:34]([CH3:36])[CH3:35])[C:21]=2[O:37][CH3:38])=[C:14]2[C:10]=1[CH2:11][CH2:12][CH2:13]2. (2) The product is: [Cl:35][C:36]1[CH:41]=[C:40]([CH:39]=[CH:38][CH:37]=1)[O:1][CH2:2][C@@H:3]1[N:7]([CH3:8])[C:6](=[O:9])[CH2:5][C@@H:4]1[C:10]1[CH:15]=[CH:14][CH:13]=[CH:12][CH:11]=1. Given the reactants [OH:1][CH2:2][C@@H:3]1[N:7]([CH3:8])[C:6](=[O:9])[CH2:5][C@@H:4]1[C:10]1[CH:15]=[CH:14][CH:13]=[CH:12][CH:11]=1.C1C=CC(P(C2C=CC=CC=2)C2C=CC=CC=2)=CC=1.[Cl:35][C:36]1[CH:37]=[C:38](O)[CH:39]=[CH:40][CH:41]=1.CC(OC(/N=N/C(OC(C)C)=O)=O)C, predict the reaction product. (3) Given the reactants [Cl:1][C:2]1[CH:10]=[CH:9][C:8]([C:11]([F:14])([F:13])[F:12])=[CH:7][C:3]=1[C:4]([OH:6])=[O:5].[C:15](Cl)(=O)C(Cl)=O, predict the reaction product. The product is: [Cl:1][C:2]1[CH:10]=[CH:9][C:8]([C:11]([F:12])([F:13])[F:14])=[CH:7][C:3]=1[C:4]([O:6][CH3:15])=[O:5]. (4) The product is: [CH2:3]1[CH:2]2[CH2:1][CH:4]3[C:5]([CH:10]2[C:11]1=[O:13])=[CH:6][CH2:7][CH2:8][CH2:9]3. Given the reactants [CH2:1]([CH:4]1[CH2:9][CH2:8][CH2:7][CH2:6][C:5]1=[CH:10][C:11]([OH:13])=O)[CH:2]=[CH2:3].C(N(CC)CC)C, predict the reaction product. (5) Given the reactants [C:1]([C:3]1[CH:33]=[CH:32][C:6]([C:7]([NH:9][C:10]2[CH:31]=[CH:30][C:13]([CH2:14][N:15]3[C:23]4[C:18](=[CH:19][CH:20]=[CH:21][CH:22]=4)[C:17]([CH2:24][C:25]([O:27]CC)=[O:26])=[N:16]3)=[CH:12][CH:11]=2)=[O:8])=[CH:5][CH:4]=1)#[N:2].O.[OH-].[Li+].O.Cl, predict the reaction product. The product is: [C:1]([C:3]1[CH:33]=[CH:32][C:6]([C:7]([NH:9][C:10]2[CH:31]=[CH:30][C:13]([CH2:14][N:15]3[C:23]4[C:18](=[CH:19][CH:20]=[CH:21][CH:22]=4)[C:17]([CH2:24][C:25]([OH:27])=[O:26])=[N:16]3)=[CH:12][CH:11]=2)=[O:8])=[CH:5][CH:4]=1)#[N:2].